From a dataset of Full USPTO retrosynthesis dataset with 1.9M reactions from patents (1976-2016). Predict the reactants needed to synthesize the given product. (1) Given the product [NH2:26][C:8]1[N:7]=[C:6]([O:5][CH2:1][CH2:2][CH2:3][CH3:4])[N:14]=[C:13]2[C:9]=1[NH:10][C:11](=[O:24])[N:12]2[CH2:15][CH2:16][CH2:17][CH:18]1[CH2:23][CH2:22][CH2:21][CH2:20][N:19]1[CH2:28][CH2:29][CH3:30], predict the reactants needed to synthesize it. The reactants are: [CH2:1]([O:5][C:6]1[N:14]=[C:13]2[C:9]([N:10]=[C:11]([O:24]C)[N:12]2[CH2:15][CH2:16][CH2:17][CH:18]2[CH2:23][CH2:22][CH2:21][CH2:20][NH:19]2)=[C:8]([NH2:26])[N:7]=1)[CH2:2][CH2:3][CH3:4].I[CH2:28][CH2:29][CH3:30]. (2) Given the product [OH:4][CH2:3][C:5]1[S:9][CH:8]=[C:7]([C:10]([OH:12])=[O:11])[CH:6]=1, predict the reactants needed to synthesize it. The reactants are: [BH4-].[Na+].[CH:3]([C:5]1[S:9][CH:8]=[C:7]([C:10]([OH:12])=[O:11])[CH:6]=1)=[O:4].